This data is from Catalyst prediction with 721,799 reactions and 888 catalyst types from USPTO. The task is: Predict which catalyst facilitates the given reaction. (1) Product: [N+:23]([C:26]1[CH:33]=[CH:32][C:29]([CH2:30][N:11]2[C:12]3[CH:17]=[CH:16][CH:15]=[CH:14][C:13]=3[N:9]([CH2:8][C:7]3[CH:19]=[CH:20][C:4]([O:3][C:2]([F:1])([F:21])[F:22])=[CH:5][CH:6]=3)[C:10]2=[O:18])=[CH:28][CH:27]=1)([O-:25])=[O:24]. The catalyst class is: 136. Reactant: [F:1][C:2]([F:22])([F:21])[O:3][C:4]1[CH:20]=[CH:19][C:7]([CH2:8][N:9]2[C:13]3[CH:14]=[CH:15][CH:16]=[CH:17][C:12]=3[NH:11][C:10]2=[O:18])=[CH:6][CH:5]=1.[N+:23]([C:26]1[CH:33]=[CH:32][C:29]([CH2:30]Br)=[CH:28][CH:27]=1)([O-:25])=[O:24].C(=O)([O-])[O-].[K+].[K+].[I-].[K+].Cl. (2) Reactant: [CH:1]12[NH:8][CH:5]([CH2:6][CH2:7]1)[CH2:4][CH:3]([C:9]1[N:13]=[C:12]([NH:14][C:15]3[C:20]([O:21][C:22]4[C:23]([CH3:28])=[N:24][CH:25]=[CH:26][CH:27]=4)=[CH:19][C:18]([S:29][CH2:30][CH2:31][O:32][CH3:33])=[CH:17][N:16]=3)[S:11][N:10]=1)[CH2:2]2.C(N(CC)CC)C.[C:41](OC(=O)C)(=[O:43])[CH3:42].[ClH:48]. Product: [ClH:48].[CH3:33][O:32][CH2:31][CH2:30][S:29][C:18]1[CH:19]=[C:20]([O:21][C:22]2[C:23]([CH3:28])=[N:24][CH:25]=[CH:26][CH:27]=2)[C:15]([NH:14][C:12]2[S:11][N:10]=[C:9]([CH:3]3[CH2:2][CH:1]4[N:8]([C:41](=[O:43])[CH3:42])[CH:5]([CH2:6][CH2:7]4)[CH2:4]3)[N:13]=2)=[N:16][CH:17]=1. The catalyst class is: 1. (3) Reactant: [NH:1]([C:3]1[N:4]=[N:5][C:6]([C:9]2[CH:10]=[N:11][N:12]([CH3:14])[CH:13]=2)=[CH:7][CH:8]=1)[NH2:2].[OH-].[K+].[C:17](=S)=[S:18]. Product: [CH3:14][N:12]1[CH:13]=[C:9]([C:6]2[CH:7]=[CH:8][C:3]3[N:4]([C:17]([SH:18])=[N:2][N:1]=3)[N:5]=2)[CH:10]=[N:11]1. The catalyst class is: 40. (4) Reactant: [N:1]1C=CC=CC=1.Cl[C:8]([O:10][C:11]1[CH:16]=[CH:15][C:14]([N+:17]([O-:19])=[O:18])=[CH:13][CH:12]=1)=[O:9]. Product: [C:8](=[O:9])([O:10][C:11]1[CH:16]=[CH:15][C:14]([N+:17]([O-:19])=[O:18])=[CH:13][CH:12]=1)[NH2:1]. The catalyst class is: 4. (5) Reactant: [NH2:1][C:2]1[CH:7]=[CH:6][CH:5]=[CH:4][C:3]=1[C:8](=[O:10])[CH3:9].[C:11](O[C:11]([O:13][C:14]([CH3:17])([CH3:16])[CH3:15])=[O:12])([O:13][C:14]([CH3:17])([CH3:16])[CH3:15])=[O:12]. Product: [C:14]([O:13][C:11](=[O:12])[NH:1][C:2]1[CH:7]=[CH:6][CH:5]=[CH:4][C:3]=1[C:8](=[O:10])[CH3:9])([CH3:17])([CH3:16])[CH3:15]. The catalyst class is: 8. (6) Reactant: [NH2:1][C:2]1[C:3]([CH3:13])=[CH:4][C:5]([CH2:11][CH3:12])=[C:6]([CH:10]=1)[C:7]([OH:9])=O.[F:14][C:15]1([C:21]2[CH:28]=[CH:27][C:24]([C:25]#[N:26])=[CH:23][CH:22]=2)[CH2:20][CH2:19][NH:18][CH2:17][CH2:16]1.CN(C(ON1N=NC2C=CC=CC1=2)=[N+](C)C)C.F[P-](F)(F)(F)(F)F.CCN(C(C)C)C(C)C. Product: [NH2:1][C:2]1[C:3]([CH3:13])=[CH:4][C:5]([CH2:11][CH3:12])=[C:6]([CH:10]=1)[C:7]([N:18]1[CH2:19][CH2:20][C:15]([C:21]2[CH:28]=[CH:27][C:24]([C:25]#[N:26])=[CH:23][CH:22]=2)([F:14])[CH2:16][CH2:17]1)=[O:9]. The catalyst class is: 18. (7) Reactant: [CH:1]([CH:3]([CH:9]=O)[C:4]([O:6][CH2:7][CH3:8])=[O:5])=O.Cl.[C:12]([NH2:15])(=[NH:14])[CH3:13].[O-]CC.[Na+]. Product: [CH3:13][C:12]1[N:15]=[CH:9][C:3]([C:4]([O:6][CH2:7][CH3:8])=[O:5])=[CH:1][N:14]=1. The catalyst class is: 8.